From a dataset of NCI-60 drug combinations with 297,098 pairs across 59 cell lines. Regression. Given two drug SMILES strings and cell line genomic features, predict the synergy score measuring deviation from expected non-interaction effect. (1) Drug 1: CCC1(CC2CC(C3=C(CCN(C2)C1)C4=CC=CC=C4N3)(C5=C(C=C6C(=C5)C78CCN9C7C(C=CC9)(C(C(C8N6C)(C(=O)OC)O)OC(=O)C)CC)OC)C(=O)OC)O.OS(=O)(=O)O. Drug 2: C1=CC=C(C(=C1)C(C2=CC=C(C=C2)Cl)C(Cl)Cl)Cl. Cell line: NCI/ADR-RES. Synergy scores: CSS=-1.88, Synergy_ZIP=-0.509, Synergy_Bliss=-1.53, Synergy_Loewe=-5.23, Synergy_HSA=-1.45. (2) Drug 1: CNC(=O)C1=CC=CC=C1SC2=CC3=C(C=C2)C(=NN3)C=CC4=CC=CC=N4. Drug 2: C1CCC(C(C1)N)N.C(=O)(C(=O)[O-])[O-].[Pt+4]. Cell line: TK-10. Synergy scores: CSS=13.1, Synergy_ZIP=-1.29, Synergy_Bliss=4.33, Synergy_Loewe=2.42, Synergy_HSA=4.27. (3) Drug 1: CC1=C2C(C(=O)C3(C(CC4C(C3C(C(C2(C)C)(CC1OC(=O)C(C(C5=CC=CC=C5)NC(=O)OC(C)(C)C)O)O)OC(=O)C6=CC=CC=C6)(CO4)OC(=O)C)O)C)O. Drug 2: CC1CCC2CC(C(=CC=CC=CC(CC(C(=O)C(C(C(=CC(C(=O)CC(OC(=O)C3CCCCN3C(=O)C(=O)C1(O2)O)C(C)CC4CCC(C(C4)OC)OCCO)C)C)O)OC)C)C)C)OC. Cell line: T-47D. Synergy scores: CSS=24.8, Synergy_ZIP=-3.09, Synergy_Bliss=-7.46, Synergy_Loewe=0.818, Synergy_HSA=-0.556. (4) Cell line: OVCAR-8. Drug 1: CC1C(C(CC(O1)OC2CC(CC3=C2C(=C4C(=C3O)C(=O)C5=C(C4=O)C(=CC=C5)OC)O)(C(=O)C)O)N)O.Cl. Synergy scores: CSS=41.0, Synergy_ZIP=-6.89, Synergy_Bliss=-2.31, Synergy_Loewe=-4.74, Synergy_HSA=-1.14. Drug 2: CC=C1C(=O)NC(C(=O)OC2CC(=O)NC(C(=O)NC(CSSCCC=C2)C(=O)N1)C(C)C)C(C)C. (5) Drug 1: C1=C(C(=O)NC(=O)N1)N(CCCl)CCCl. Drug 2: CC1=C2C(C(=O)C3(C(CC4C(C3C(C(C2(C)C)(CC1OC(=O)C(C(C5=CC=CC=C5)NC(=O)OC(C)(C)C)O)O)OC(=O)C6=CC=CC=C6)(CO4)OC(=O)C)O)C)O. Cell line: NCIH23. Synergy scores: CSS=29.0, Synergy_ZIP=-11.3, Synergy_Bliss=-10.4, Synergy_Loewe=-12.1, Synergy_HSA=-7.85. (6) Drug 1: CC1C(C(=O)NC(C(=O)N2CCCC2C(=O)N(CC(=O)N(C(C(=O)O1)C(C)C)C)C)C(C)C)NC(=O)C3=C4C(=C(C=C3)C)OC5=C(C(=O)C(=C(C5=N4)C(=O)NC6C(OC(=O)C(N(C(=O)CN(C(=O)C7CCCN7C(=O)C(NC6=O)C(C)C)C)C)C(C)C)C)N)C. Drug 2: CCN(CC)CCNC(=O)C1=C(NC(=C1C)C=C2C3=C(C=CC(=C3)F)NC2=O)C. Cell line: UO-31. Synergy scores: CSS=1.79, Synergy_ZIP=-0.0735, Synergy_Bliss=2.08, Synergy_Loewe=-2.23, Synergy_HSA=-1.88. (7) Drug 1: C1=CC(=CC=C1CCCC(=O)O)N(CCCl)CCCl. Drug 2: CC1=CC=C(C=C1)C2=CC(=NN2C3=CC=C(C=C3)S(=O)(=O)N)C(F)(F)F. Cell line: 786-0. Synergy scores: CSS=39.4, Synergy_ZIP=-4.34, Synergy_Bliss=-11.3, Synergy_Loewe=-6.65, Synergy_HSA=-8.91.